This data is from hERG potassium channel inhibition data for cardiac toxicity prediction from Karim et al.. The task is: Regression/Classification. Given a drug SMILES string, predict its toxicity properties. Task type varies by dataset: regression for continuous values (e.g., LD50, hERG inhibition percentage) or binary classification for toxic/non-toxic outcomes (e.g., AMES mutagenicity, cardiotoxicity, hepatotoxicity). Dataset: herg_karim. (1) The drug is CC(C1CCC(N(C)C(=O)c2cccc(F)c2)CC1)C(N)C(=O)N1CCC(F)C1. The result is 0 (non-blocker). (2) The compound is O=C(NC(c1ccc(F)cc1)c1ccc(F)cc1)[C@@H]1CC[C@@H](N2CCOCC2)C[C@H]1c1ccc(Br)cc1. The result is 1 (blocker).